Dataset: Peptide-MHC class II binding affinity with 134,281 pairs from IEDB. Task: Regression. Given a peptide amino acid sequence and an MHC pseudo amino acid sequence, predict their binding affinity value. This is MHC class II binding data. The peptide sequence is KGLHHLQIILSGKMA. The MHC is DRB1_0401 with pseudo-sequence DRB1_0401. The binding affinity (normalized) is 0.825.